This data is from NCI-60 drug combinations with 297,098 pairs across 59 cell lines. The task is: Regression. Given two drug SMILES strings and cell line genomic features, predict the synergy score measuring deviation from expected non-interaction effect. Drug 1: CCC1(CC2CC(C3=C(CCN(C2)C1)C4=CC=CC=C4N3)(C5=C(C=C6C(=C5)C78CCN9C7C(C=CC9)(C(C(C8N6C=O)(C(=O)OC)O)OC(=O)C)CC)OC)C(=O)OC)O.OS(=O)(=O)O. Drug 2: CC1C(C(CC(O1)OC2CC(CC3=C2C(=C4C(=C3O)C(=O)C5=CC=CC=C5C4=O)O)(C(=O)C)O)N)O. Cell line: COLO 205. Synergy scores: CSS=57.6, Synergy_ZIP=6.89, Synergy_Bliss=9.06, Synergy_Loewe=5.74, Synergy_HSA=7.95.